This data is from Full USPTO retrosynthesis dataset with 1.9M reactions from patents (1976-2016). The task is: Predict the reactants needed to synthesize the given product. (1) Given the product [F:26][C:27]([F:38])([F:39])[O:28][C:29]1[CH:34]=[CH:33][C:32]([C:7]2[CH2:12][CH2:11][N:10]([C:13]([O:15][C:16]([CH3:17])([CH3:18])[CH3:19])=[O:14])[CH2:9][C:8]=2[C:20]([O:22][CH3:23])=[O:21])=[CH:31][CH:30]=1, predict the reactants needed to synthesize it. The reactants are: FC(F)(F)S(O[C:7]1[CH2:12][CH2:11][N:10]([C:13]([O:15][C:16]([CH3:19])([CH3:18])[CH3:17])=[O:14])[CH2:9][C:8]=1[C:20]([O:22][CH3:23])=[O:21])(=O)=O.[F:26][C:27]([F:39])([F:38])[O:28][C:29]1[CH:34]=[CH:33][C:32](B(O)O)=[CH:31][CH:30]=1.C1(C)C=CC=CC=1.C([O-])([O-])=O.[Na+].[Na+]. (2) Given the product [F:1][C:2]([F:21])([F:20])[C:3]([N:5]1[CH2:11][CH:10]([CH3:12])[C:9]2[CH:13]=[C:14]([C:22]#[N:23])[C:15]([O:17][CH3:18])=[CH:16][C:8]=2[CH2:7][CH2:6]1)=[O:4], predict the reactants needed to synthesize it. The reactants are: [F:1][C:2]([F:21])([F:20])[C:3]([N:5]1[CH2:11][CH:10]([CH3:12])[C:9]2[CH:13]=[C:14](Br)[C:15]([O:17][CH3:18])=[CH:16][C:8]=2[CH2:7][CH2:6]1)=[O:4].[C:22]([Cu])#[N:23]. (3) Given the product [ClH:32].[CH2:1]([C@H:3]1[NH:8][CH2:7][C@@H:6]([C:16]([NH:18][CH2:19][C:20]2[CH:25]=[CH:24][CH:23]=[CH:22][CH:21]=2)=[O:17])[O:5][CH2:4]1)[CH3:2], predict the reactants needed to synthesize it. The reactants are: [CH2:1]([C@H:3]1[N:8](C(OC(C)(C)C)=O)[CH2:7][C@@H:6]([C:16]([NH:18][CH2:19][C:20]2[CH:25]=[CH:24][CH:23]=[CH:22][CH:21]=2)=[O:17])[O:5][CH2:4]1)[CH3:2].O1CCOCC1.[ClH:32]. (4) Given the product [Cl:31][C:32]1[CH:60]=[C:59]([F:61])[CH:58]=[CH:57][C:33]=1[CH2:34][N:35]1[CH2:40][CH2:39][CH2:38][C@@H:37]([CH2:41][O:42][C:43]2[C:52]([CH:53]3[CH2:54][CH2:55]3)=[CH:51][C:46]([C:47]([OH:49])=[O:48])=[C:45]([F:56])[CH:44]=2)[CH2:36]1, predict the reactants needed to synthesize it. The reactants are: FC1C=C(C=CC=1)CN1CCC(COC2C(C3CC3)=CC(C(OC)=O)=C(F)C=2)CC1.[Cl:31][C:32]1[CH:60]=[C:59]([F:61])[CH:58]=[CH:57][C:33]=1[CH2:34][N:35]1[CH2:40][CH2:39][CH2:38][C@@H:37]([CH2:41][O:42][C:43]2[C:52]([CH:53]3[CH2:55][CH2:54]3)=[CH:51][C:46]([C:47]([O:49]C)=[O:48])=[C:45]([F:56])[CH:44]=2)[CH2:36]1. (5) Given the product [CH3:22][O:21][C:18]1[CH:19]=[CH:20][C:15]([C@H:13]([N:9]2[CH2:10][CH2:11][CH2:12][C@H:8]2[C:6]2[CH:5]=[CH:4][N:3]=[C:2]([N:23]3[C:31]4[C:26](=[CH:27][CH:28]=[CH:29][CH:30]=4)[CH2:25][CH2:24]3)[CH:7]=2)[CH3:14])=[CH:16][CH:17]=1, predict the reactants needed to synthesize it. The reactants are: Br[C:2]1[CH:7]=[C:6]([C@@H:8]2[CH2:12][CH2:11][CH2:10][N:9]2[C@@H:13]([C:15]2[CH:20]=[CH:19][C:18]([O:21][CH3:22])=[CH:17][CH:16]=2)[CH3:14])[CH:5]=[CH:4][N:3]=1.[NH:23]1[C:31]2[C:26](=[CH:27][CH:28]=[CH:29][CH:30]=2)[CH2:25][CH2:24]1.C1(P(C2CCCCC2)C2C=CC=CC=2C2C=CC=CC=2)CCCCC1.CC(C)([O-])C.[K+]. (6) Given the product [Si:11]([C:15]#[N:16])([CH3:14])([CH3:13])[CH3:12].[Si:11]([O:6][CH3:7])([CH3:14])([CH3:13])[CH3:12], predict the reactants needed to synthesize it. The reactants are: B([O:6][CH3:7])(OC)OC.[C-]#N.[K+].[Si:11]([C:15]#[N:16])([CH3:14])([CH3:13])[CH3:12].